This data is from Reaction yield outcomes from USPTO patents with 853,638 reactions. The task is: Predict the reaction yield, written as a fraction of the theoretical maximum amount of product (1.0 means a 100% yield; for example, 0.34 means a 34% yield). The reactants are Cl[C:2]1[CH:7]=[C:6]([O:8][C:9]2[CH:15]=[CH:14][C:12]([NH2:13])=[CH:11][C:10]=2[F:16])[CH:5]=[CH:4][N:3]=1.[CH3:17][N:18]1[CH:22]=[C:21](B2OC(C)(C)C(C)(C)O2)[CH:20]=[N:19]1.C([O-])([O-])=O.[Na+].[Na+]. No catalyst specified. The product is [F:16][C:10]1[CH:11]=[C:12]([CH:14]=[CH:15][C:9]=1[O:8][C:6]1[CH:5]=[CH:4][N:3]=[C:2]([C:21]2[CH:20]=[N:19][N:18]([CH3:17])[CH:22]=2)[CH:7]=1)[NH2:13]. The yield is 0.340.